From a dataset of Full USPTO retrosynthesis dataset with 1.9M reactions from patents (1976-2016). Predict the reactants needed to synthesize the given product. Given the product [CH:1]1([C:7]2[CH:12]=[CH:11][C:10]([C:25]3[CH:24]=[N:23][C:22]([NH2:21])=[N:27][CH:26]=3)=[C:9]([F:16])[C:8]=2[O:17][CH2:18][O:19][CH3:20])[CH2:6][CH2:5][CH2:4][CH2:3][CH2:2]1, predict the reactants needed to synthesize it. The reactants are: [CH:1]1([C:7]2[CH:12]=[CH:11][C:10](B(O)O)=[C:9]([F:16])[C:8]=2[O:17][CH2:18][O:19][CH3:20])[CH2:6][CH2:5][CH2:4][CH2:3][CH2:2]1.[NH2:21][C:22]1[N:27]=[CH:26][C:25](Br)=[CH:24][N:23]=1.C1COCC1.C([O-])([O-])=O.[Na+].[Na+].